Dataset: Catalyst prediction with 721,799 reactions and 888 catalyst types from USPTO. Task: Predict which catalyst facilitates the given reaction. (1) Reactant: C(OC([N:8]1[C:16]2[C:11](=[CH:12][C:13]([CH:17]3[C:22]([C:23]#[N:24])=[C:21]([CH3:25])[NH:20][C:19]([CH3:26])=[C:18]3[C:27]#[N:28])=[CH:14][CH:15]=2)[C:10]([NH:29][CH2:30][CH2:31][N:32]2C(=O)C3C(=CC=CC=3)C2=O)=[N:9]1)=O)(C)(C)C.O.NN. Product: [NH2:32][CH2:31][CH2:30][NH:29][C:10]1[C:11]2[C:16](=[CH:15][CH:14]=[C:13]([CH:17]3[C:22]([C:23]#[N:24])=[C:21]([CH3:25])[NH:20][C:19]([CH3:26])=[C:18]3[C:27]#[N:28])[CH:12]=2)[NH:8][N:9]=1. The catalyst class is: 8. (2) Reactant: [Cl:1][C:2]1[CH:38]=[CH:37][C:5]([CH2:6][C:7]2[N:8]=[C:9]([O:33][CH2:34][CH2:35][CH3:36])[C:10]3[N:15]=[C:14]([C:16]4[CH:21]=[C:20]([CH3:22])[C:19]([O:23][CH2:24][CH:25]5[CH2:29][O:28]C(C)(C)[O:26]5)=[C:18]([CH3:32])[CH:17]=4)[O:13][C:11]=3[N:12]=2)=[CH:4][CH:3]=1. Product: [Cl:1][C:2]1[CH:3]=[CH:4][C:5]([CH2:6][C:7]2[N:8]=[C:9]([O:33][CH2:34][CH2:35][CH3:36])[C:10]3[N:15]=[C:14]([C:16]4[CH:17]=[C:18]([CH3:32])[C:19]([O:23][CH2:24][CH:25]([OH:26])[CH2:29][OH:28])=[C:20]([CH3:22])[CH:21]=4)[O:13][C:11]=3[N:12]=2)=[CH:37][CH:38]=1. The catalyst class is: 281.